This data is from Forward reaction prediction with 1.9M reactions from USPTO patents (1976-2016). The task is: Predict the product of the given reaction. Given the reactants [C:1]([C:5]1[N:6](O)[C:7]([C:16]2[CH:21]=[CH:20][N:19]=[C:18]([F:22])[CH:17]=2)=[C:8]([C:10]2[CH:11]=[N:12][CH:13]=[CH:14][CH:15]=2)[N:9]=1)([CH3:4])([CH3:3])[CH3:2].C(P(CC)CC)C.CN(C)C(=O)C, predict the reaction product. The product is: [C:1]([C:5]1[NH:6][C:7]([C:16]2[CH:21]=[CH:20][N:19]=[C:18]([F:22])[CH:17]=2)=[C:8]([C:10]2[CH:11]=[N:12][CH:13]=[CH:14][CH:15]=2)[N:9]=1)([CH3:4])([CH3:2])[CH3:3].